Dataset: NCI-60 drug combinations with 297,098 pairs across 59 cell lines. Task: Regression. Given two drug SMILES strings and cell line genomic features, predict the synergy score measuring deviation from expected non-interaction effect. (1) Drug 1: CC1C(C(CC(O1)OC2CC(CC3=C2C(=C4C(=C3O)C(=O)C5=C(C4=O)C(=CC=C5)OC)O)(C(=O)C)O)N)O.Cl. Drug 2: CC1=C(C=C(C=C1)NC(=O)C2=CC=C(C=C2)CN3CCN(CC3)C)NC4=NC=CC(=N4)C5=CN=CC=C5. Cell line: HOP-62. Synergy scores: CSS=37.4, Synergy_ZIP=-2.45, Synergy_Bliss=5.77, Synergy_Loewe=2.94, Synergy_HSA=3.43. (2) Drug 1: C#CCC(CC1=CN=C2C(=N1)C(=NC(=N2)N)N)C3=CC=C(C=C3)C(=O)NC(CCC(=O)O)C(=O)O. Drug 2: CC1C(C(CC(O1)OC2CC(CC3=C2C(=C4C(=C3O)C(=O)C5=CC=CC=C5C4=O)O)(C(=O)C)O)N)O. Cell line: HCT116. Synergy scores: CSS=44.3, Synergy_ZIP=-7.32, Synergy_Bliss=-7.78, Synergy_Loewe=-1.62, Synergy_HSA=0.227. (3) Drug 1: C1CCC(CC1)NC(=O)N(CCCl)N=O. Drug 2: CC1=C(C(CCC1)(C)C)C=CC(=CC=CC(=CC(=O)O)C)C. Cell line: SW-620. Synergy scores: CSS=23.9, Synergy_ZIP=-4.81, Synergy_Bliss=0.315, Synergy_Loewe=-5.00, Synergy_HSA=-3.30. (4) Drug 1: C1=CC(=CC=C1CCC2=CNC3=C2C(=O)NC(=N3)N)C(=O)NC(CCC(=O)O)C(=O)O. Drug 2: COC1=C2C(=CC3=C1OC=C3)C=CC(=O)O2. Cell line: NCI-H522. Synergy scores: CSS=41.3, Synergy_ZIP=0.0866, Synergy_Bliss=0.244, Synergy_Loewe=-33.2, Synergy_HSA=0.993. (5) Drug 1: CCC1=CC2CC(C3=C(CN(C2)C1)C4=CC=CC=C4N3)(C5=C(C=C6C(=C5)C78CCN9C7C(C=CC9)(C(C(C8N6C)(C(=O)OC)O)OC(=O)C)CC)OC)C(=O)OC.C(C(C(=O)O)O)(C(=O)O)O. Drug 2: CC1C(C(CC(O1)OC2CC(CC3=C2C(=C4C(=C3O)C(=O)C5=C(C4=O)C(=CC=C5)OC)O)(C(=O)C)O)N)O.Cl. Cell line: SK-MEL-5. Synergy scores: CSS=25.5, Synergy_ZIP=-4.49, Synergy_Bliss=-1.11, Synergy_Loewe=-12.3, Synergy_HSA=-2.24.